This data is from Peptide-MHC class I binding affinity with 185,985 pairs from IEDB/IMGT. The task is: Regression. Given a peptide amino acid sequence and an MHC pseudo amino acid sequence, predict their binding affinity value. This is MHC class I binding data. (1) The peptide sequence is FPVKPQVPLR. The MHC is HLA-C06:02 with pseudo-sequence HLA-C06:02. The binding affinity (normalized) is 0. (2) The peptide sequence is AYIDNYNKF. The MHC is HLA-B42:01 with pseudo-sequence HLA-B42:01. The binding affinity (normalized) is 0.378. (3) The peptide sequence is LVYNHCEHG. The MHC is HLA-B07:02 with pseudo-sequence HLA-B07:02. The binding affinity (normalized) is 0.0847.